This data is from Reaction yield outcomes from USPTO patents with 853,638 reactions. The task is: Predict the reaction yield, written as a fraction of the theoretical maximum amount of product (1.0 means a 100% yield; for example, 0.34 means a 34% yield). The reactants are [OH:1][C:2]1[CH:3]=[C:4]2[C:8](=[CH:9][CH:10]=1)[C@H:7]([CH2:11][C:12]([O:14][CH2:15][CH3:16])=[O:13])[CH2:6][CH2:5]2.[CH2:17]([O:19][CH:20]([O:23][CH2:24][CH3:25])[CH2:21]Br)[CH3:18].C([O-])([O-])=O.[Cs+].[Cs+].O. The catalyst is CN(C=O)C. The product is [CH2:17]([O:19][CH:20]([O:23][CH2:24][CH3:25])[CH2:21][O:1][C:2]1[CH:3]=[C:4]2[C:8](=[CH:9][CH:10]=1)[C@H:7]([CH2:11][C:12]([O:14][CH2:15][CH3:16])=[O:13])[CH2:6][CH2:5]2)[CH3:18]. The yield is 0.680.